Predict the product of the given reaction. From a dataset of Forward reaction prediction with 1.9M reactions from USPTO patents (1976-2016). (1) Given the reactants [F:1][CH:2]([F:25])[C:3]1[N:8]2[N:9]=[CH:10][C:11]([C:12]([OH:14])=O)=[C:7]2[N:6]=[C:5]([C:15]2[CH:20]=[CH:19][C:18]([C:21]([F:24])([F:23])[F:22])=[CH:17][CH:16]=2)[CH:4]=1.[OH:26][CH2:27][CH2:28][N:29]([CH3:42])[S:30]([C:33]1[S:34][C:35]([Cl:41])=[C:36]([N+:38]([O-])=O)[CH:37]=1)(=[O:32])=[O:31], predict the reaction product. The product is: [Cl:41][C:35]1[S:34][C:33]([S:30](=[O:32])(=[O:31])[N:29]([CH2:28][CH2:27][OH:26])[CH3:42])=[CH:37][C:36]=1[NH:38][C:12]([C:11]1[CH:10]=[N:9][N:8]2[C:3]([CH:2]([F:1])[F:25])=[CH:4][C:5]([C:15]3[CH:16]=[CH:17][C:18]([C:21]([F:24])([F:23])[F:22])=[CH:19][CH:20]=3)=[N:6][C:7]=12)=[O:14]. (2) Given the reactants Cl[C:2]1[CH:7]=[C:6]([C:8]2[CH:13]=[CH:12][C:11]([N:14]3[CH2:19][CH2:18][N:17]([C:20]([O:22][C:23]([CH3:26])([CH3:25])[CH3:24])=[O:21])[CH2:16][CH2:15]3)=[CH:10][CH:9]=2)[CH:5]=[C:4]([N:27]2[CH2:32][CH2:31][O:30][CH2:29][CH2:28]2)[N:3]=1.[NH2:33][C:34]1[N:39]=[CH:38][C:37](B(O)O)=[CH:36][N:35]=1, predict the reaction product. The product is: [NH2:33][C:34]1[N:39]=[CH:38][C:37]([C:2]2[CH:7]=[C:6]([C:8]3[CH:13]=[CH:12][C:11]([N:14]4[CH2:19][CH2:18][N:17]([C:20]([O:22][C:23]([CH3:26])([CH3:25])[CH3:24])=[O:21])[CH2:16][CH2:15]4)=[CH:10][CH:9]=3)[CH:5]=[C:4]([N:27]3[CH2:32][CH2:31][O:30][CH2:29][CH2:28]3)[N:3]=2)=[CH:36][N:35]=1. (3) Given the reactants CO[C:3](=[O:28])[C:4]1[CH:9]=[CH:8][C:7]([CH3:10])=[C:6]([N:11]2[C:16](=[O:17])[C:15]([Br:18])=[C:14]([O:19][CH2:20][C:21]3[N:22]=[C:23]([CH3:26])[S:24][CH:25]=3)[N:13]=[C:12]2[CH3:27])[CH:5]=1.[OH-].[Na+].[C:31](N1C=CN=C1)(N1C=CN=C1)=O.Cl.[CH3:44][N:45](C)[OH:46].C(N(CC)CC)C, predict the reaction product. The product is: [Br:18][C:15]1[C:16](=[O:17])[N:11]([C:6]2[CH:5]=[C:4]([CH:9]=[CH:8][C:7]=2[CH3:10])[C:3]([N:45]([O:46][CH3:31])[CH3:44])=[O:28])[C:12]([CH3:27])=[N:13][C:14]=1[O:19][CH2:20][C:21]1[N:22]=[C:23]([CH3:26])[S:24][CH:25]=1. (4) Given the reactants Cl[CH2:2][C:3]1[CH:28]=[CH:27][C:6]([O:7][CH2:8][C:9]2[N:10]=[C:11]([C:15]3[CH:20]=[CH:19][C:18]([CH2:21][C:22]([O:24][CH2:25][CH3:26])=[O:23])=[CH:17][CH:16]=3)[O:12][C:13]=2[CH3:14])=[C:5]([O:29][CH3:30])[CH:4]=1.Cl.[CH3:32][C:33]1[S:34][CH:35]=[C:36](/[CH:38]=[CH:39]/[C:40]2[C:41]([OH:51])=[N:42][N:43]([C:45]3[CH:50]=[CH:49][CH:48]=[CH:47][CH:46]=3)[CH:44]=2)[N:37]=1.C(=O)([O-])[O-].[K+].[K+].CN(C)C=O, predict the reaction product. The product is: [CH3:30][O:29][C:5]1[CH:4]=[C:3]([CH2:2][O:51][C:41]2[C:40](/[CH:39]=[CH:38]/[C:36]3[N:37]=[C:33]([CH3:32])[S:34][CH:35]=3)=[CH:44][N:43]([C:45]3[CH:50]=[CH:49][CH:48]=[CH:47][CH:46]=3)[N:42]=2)[CH:28]=[CH:27][C:6]=1[O:7][CH2:8][C:9]1[N:10]=[C:11]([C:15]2[CH:16]=[CH:17][C:18]([CH2:21][C:22]([O:24][CH2:25][CH3:26])=[O:23])=[CH:19][CH:20]=2)[O:12][C:13]=1[CH3:14]. (5) Given the reactants Br[C:2]1[CH:3]=[C:4]2[C:9](=[CH:10][CH:11]=1)[O:8][CH2:7][CH2:6][C:5]2([CH2:13][CH2:14][OH:15])[CH3:12].[Li]CCCC.[CH3:21][S:22]SC, predict the reaction product. The product is: [CH3:12][C:5]1([CH2:13][CH2:14][OH:15])[C:4]2[C:9](=[CH:10][CH:11]=[C:2]([S:22][CH3:21])[CH:3]=2)[O:8][CH2:7][CH2:6]1. (6) Given the reactants C(OC([N:8]1[CH2:14][CH2:13][CH2:12][N:11]([C:15](=[O:33])[C:16]2[CH:21]=[CH:20][C:19](/[CH:22]=[CH:23]/[C:24]3[C:32]4[C:27](=[CH:28][CH:29]=[CH:30][CH:31]=4)[NH:26][N:25]=3)=[CH:18][CH:17]=2)[CH2:10][CH2:9]1)=O)(C)(C)C.[ClH:34].CO, predict the reaction product. The product is: [ClH:34].[ClH:34].[NH:26]1[C:27]2[C:32](=[CH:31][CH:30]=[CH:29][CH:28]=2)[C:24](/[CH:23]=[CH:22]/[C:19]2[CH:18]=[CH:17][C:16]([C:15]([N:11]3[CH2:12][CH2:13][CH2:14][NH:8][CH2:9][CH2:10]3)=[O:33])=[CH:21][CH:20]=2)=[N:25]1.